Dataset: Catalyst prediction with 721,799 reactions and 888 catalyst types from USPTO. Task: Predict which catalyst facilitates the given reaction. Reactant: [C:1]([O:5][C:6](=[O:45])[C@@H:7]([NH:37]C(OC(C)(C)C)=O)[CH2:8][C:9]1[CH:14]=[CH:13][C:12]([N:15]2[CH2:19][C:18](=[O:20])[N:17]([CH2:21][CH2:22][Si:23]([CH3:26])([CH3:25])[CH3:24])[S:16]2(=[O:28])=[O:27])=[C:11]([O:29][CH2:30][C:31]2[CH:36]=[CH:35][CH:34]=[CH:33][CH:32]=2)[CH:10]=1)([CH3:4])([CH3:3])[CH3:2].C(O)(C(F)(F)F)=O.C([O-])(O)=O.[Na+]. Product: [C:1]([O:5][C:6](=[O:45])[C@@H:7]([NH2:37])[CH2:8][C:9]1[CH:14]=[CH:13][C:12]([N:15]2[CH2:19][C:18](=[O:20])[N:17]([CH2:21][CH2:22][Si:23]([CH3:26])([CH3:25])[CH3:24])[S:16]2(=[O:27])=[O:28])=[C:11]([O:29][CH2:30][C:31]2[CH:32]=[CH:33][CH:34]=[CH:35][CH:36]=2)[CH:10]=1)([CH3:4])([CH3:2])[CH3:3]. The catalyst class is: 2.